Task: Regression. Given two drug SMILES strings and cell line genomic features, predict the synergy score measuring deviation from expected non-interaction effect.. Dataset: NCI-60 drug combinations with 297,098 pairs across 59 cell lines (1) Synergy scores: CSS=56.8, Synergy_ZIP=3.44, Synergy_Bliss=3.96, Synergy_Loewe=-0.813, Synergy_HSA=4.85. Drug 1: C1CN(CCN1C(=O)CCBr)C(=O)CCBr. Drug 2: N.N.Cl[Pt+2]Cl. Cell line: SK-MEL-2. (2) Drug 1: C1=CC(=C2C(=C1NCCNCCO)C(=O)C3=C(C=CC(=C3C2=O)O)O)NCCNCCO. Drug 2: C#CCC(CC1=CN=C2C(=N1)C(=NC(=N2)N)N)C3=CC=C(C=C3)C(=O)NC(CCC(=O)O)C(=O)O. Cell line: HT29. Synergy scores: CSS=31.7, Synergy_ZIP=-6.96, Synergy_Bliss=-9.59, Synergy_Loewe=-19.4, Synergy_HSA=-6.66. (3) Drug 1: C(=O)(N)NO. Drug 2: C1CC(=O)NC(=O)C1N2C(=O)C3=CC=CC=C3C2=O. Cell line: U251. Synergy scores: CSS=2.83, Synergy_ZIP=1.98, Synergy_Bliss=6.87, Synergy_Loewe=6.92, Synergy_HSA=2.82. (4) Drug 1: C1=C(C(=O)NC(=O)N1)F. Drug 2: CN(CC1=CN=C2C(=N1)C(=NC(=N2)N)N)C3=CC=C(C=C3)C(=O)NC(CCC(=O)O)C(=O)O. Cell line: OVCAR-4. Synergy scores: CSS=45.3, Synergy_ZIP=-6.76, Synergy_Bliss=-7.73, Synergy_Loewe=-2.17, Synergy_HSA=-0.114. (5) Drug 1: CNC(=O)C1=NC=CC(=C1)OC2=CC=C(C=C2)NC(=O)NC3=CC(=C(C=C3)Cl)C(F)(F)F. Drug 2: CN(CCCl)CCCl.Cl. Cell line: NCI-H522. Synergy scores: CSS=28.9, Synergy_ZIP=-3.37, Synergy_Bliss=-3.97, Synergy_Loewe=-15.7, Synergy_HSA=-0.701. (6) Drug 1: CCC1=C2CN3C(=CC4=C(C3=O)COC(=O)C4(CC)O)C2=NC5=C1C=C(C=C5)O. Drug 2: COC1=C2C(=CC3=C1OC=C3)C=CC(=O)O2. Cell line: SK-MEL-28. Synergy scores: CSS=10.9, Synergy_ZIP=-6.03, Synergy_Bliss=-1.96, Synergy_Loewe=-17.8, Synergy_HSA=-2.57.